This data is from Retrosynthesis with 50K atom-mapped reactions and 10 reaction types from USPTO. The task is: Predict the reactants needed to synthesize the given product. (1) The reactants are: CC(C)[Si](O[C@@H]([C@H](C)O)[C@H](COC[C@@H](NC(=O)OC(C)(C)C)C(=O)OCc1ccccc1)Cc1ccccc1)(C(C)C)C(C)C. Given the product CC(C)[Si](O[C@@H]([C@H](C)O)[C@H](COC[C@@H](NC(=O)OC(C)(C)C)C(=O)O)Cc1ccccc1)(C(C)C)C(C)C, predict the reactants needed to synthesize it. (2) Given the product Cc1cc(S(F)(F)(F)(F)F)ccc1N, predict the reactants needed to synthesize it. The reactants are: Nc1ccc(S(F)(F)(F)(F)F)cc1Br.O=C([O-])[O-]. (3) Given the product Cc1cc(C2CC2)cnc1N1CCN(C(=O)c2ccc(N3CCCS3(=O)=O)cc2C#N)CC1, predict the reactants needed to synthesize it. The reactants are: Cc1cc(C2CC2)cnc1N1CCN(C(=O)c2ccc(Br)cc2C#N)CC1.O=S1(=O)CCCN1. (4) Given the product CN(C)CCCNc1c(F)cc(F)c2oc(-c3ccc(NC(=O)C(C)(C)C)c(F)c3)cc(=O)c12, predict the reactants needed to synthesize it. The reactants are: CC(C)(C)C(=O)Nc1ccc(-c2cc(=O)c3c(NCCCOS(C)(=O)=O)c(F)cc(F)c3o2)cc1F.CNC. (5) Given the product CC(C)(C)OC[C@@H](NC(=O)c1nc(Cl)c2ccccc2c1O)C(=O)OC(C)(C)C, predict the reactants needed to synthesize it. The reactants are: CC(C)(C)OC[C@@H](N)C(=O)OC(C)(C)C.O=C(O)c1nc(Cl)c2ccccc2c1O. (6) Given the product CCC(O)(c1ccccc1)c1cc(C)ccc1C, predict the reactants needed to synthesize it. The reactants are: C#CC(O)(c1ccccc1)c1cc(C)ccc1C. (7) Given the product O=C(c1ccc(N2CCCS2(=O)=O)nc1)N1CCN(c2ncc(C3CC3)cc2C2CC2)CC1, predict the reactants needed to synthesize it. The reactants are: CCOC(=O)c1ccc(N2CCCS2(=O)=O)nc1.c1nc(N2CCNCC2)c(C2CC2)cc1C1CC1. (8) The reactants are: CN1CCN(c2ccc(C(=O)OC(C)(C)C)c([N+](=O)[O-])c2)CC1. Given the product CN1CCN(c2ccc(C(=O)O)c([N+](=O)[O-])c2)CC1, predict the reactants needed to synthesize it. (9) Given the product O=C(Nc1ccc(F)c([N+](=O)[O-])c1)c1ccc(F)cc1Cl, predict the reactants needed to synthesize it. The reactants are: Nc1ccc(F)c([N+](=O)[O-])c1.O=C(Cl)c1ccc(F)cc1Cl.